This data is from Reaction yield outcomes from USPTO patents with 853,638 reactions. The task is: Predict the reaction yield, written as a fraction of the theoretical maximum amount of product (1.0 means a 100% yield; for example, 0.34 means a 34% yield). (1) The catalyst is C(#N)C. The product is [F:20][C:21]1[CH:22]=[CH:23][C:24]([C:25]([CH:27]2[CH2:32][CH2:31][N:30]([CH2:2][CH2:3][CH2:4][CH2:5][N:6]3[C:10]4[C:11](=[O:18])[CH2:12][N:13]([CH3:17])[S:14](=[O:16])(=[O:15])[C:9]=4[CH:8]=[CH:7]3)[CH2:29][CH2:28]2)=[O:26])=[CH:33][CH:34]=1. The reactants are Cl[CH2:2][CH2:3][CH2:4][CH2:5][N:6]1[C:10]2[C:11](=[O:18])[CH2:12][N:13]([CH3:17])[S:14](=[O:16])(=[O:15])[C:9]=2[CH:8]=[CH:7]1.Cl.[F:20][C:21]1[CH:34]=[CH:33][C:24]([C:25]([CH:27]2[CH2:32][CH2:31][NH:30][CH2:29][CH2:28]2)=[O:26])=[CH:23][CH:22]=1.C(=O)([O-])O.[Na+].[I-].[Na+]. The yield is 0.950. (2) The reactants are [CH3:1][CH2:2]N(C(C)C)C(C)C.[C:10]1([C:24]2[CH:29]=[CH:28][CH:27]=[CH:26][CH:25]=2)[CH:15]=[CH:14][C:13]([N:16](C)[C:17](=[O:22])[CH2:18][C:19]([OH:21])=O)=[CH:12][CH:11]=1.C1C=CC2N(O)N=NC=2C=1.CCN=C=NCCCN(C)C.Cl.Cl.[Br:53][C:54]1[CH:59]=[CH:58][CH:57]=[CH:56][C:55]=1[C:60]([N:62]1[CH2:67][CH2:66][NH:65][CH2:64][CH2:63]1)=[O:61]. The catalyst is CN(C=O)C.O. The product is [C:10]1([C:24]2[CH:25]=[CH:26][CH:27]=[CH:28][CH:29]=2)[CH:11]=[CH:12][C:13]([NH:16][C:17]([C:18]2([C:19]([N:65]3[CH2:64][CH2:63][N:62]([C:60](=[O:61])[C:55]4[CH:56]=[CH:57][CH:58]=[CH:59][C:54]=4[Br:53])[CH2:67][CH2:66]3)=[O:21])[CH2:2][CH2:1]2)=[O:22])=[CH:14][CH:15]=1. The yield is 0.130. (3) The reactants are C([O:8][C:9]1[CH:21]=[CH:20][C:12]([O:13][C:14]2[CH:15]=[N:16][CH:17]=[CH:18][CH:19]=2)=[CH:11][CH:10]=1)C1C=CC=CC=1.C1COCC1. The catalyst is [Pd].CCO. The product is [N:16]1[CH:17]=[CH:18][CH:19]=[C:14]([O:13][C:12]2[CH:20]=[CH:21][C:9]([OH:8])=[CH:10][CH:11]=2)[CH:15]=1. The yield is 1.00.